This data is from Full USPTO retrosynthesis dataset with 1.9M reactions from patents (1976-2016). The task is: Predict the reactants needed to synthesize the given product. (1) The reactants are: [C:1]([OH:13])(=[O:12])[CH2:2][C:3]([CH2:8][C:9]([OH:11])=[O:10])([C:5]([OH:7])=[O:6])[OH:4].[C:14]([O-:26])(=[O:25])[CH2:15][C:16]([CH2:21][C:22]([O-:24])=[O:23])([C:18]([O-:20])=[O:19])[OH:17].[Na+:27].[Na+].[Na+]. Given the product [C:1]([OH:13])(=[O:12])[CH2:2][C:3]([CH2:8][C:9]([OH:11])=[O:10])([C:5]([OH:7])=[O:6])[OH:4].[C:14]([O-:26])(=[O:25])[CH2:15][C:16]([CH2:21][C:22]([O-:24])=[O:23])([C:18]([O-:20])=[O:19])[OH:17].[Na+:27].[Na+:27].[Na+:27], predict the reactants needed to synthesize it. (2) Given the product [Cl:44][C:41]1[CH:20]=[CH:19][CH:15]=[CH:14][C:18]=1[CH:39]([O:12][C:11]([NH:10][C:14]1[C:15]([C:19]2[CH:20]=[CH:21][C:22]([CH2:25][CH2:26][S:30][CH2:29][C:28]([O:32][CH3:33])=[O:31])=[CH:23][CH:24]=2)=[N:16][O:17][CH:18]=1)=[O:13])[CH3:40], predict the reactants needed to synthesize it. The reactants are: ClC1C=CC=CC=1C([N:10]([C:14]1[C:15]([C:19]2[CH:24]=[CH:23][C:22]([CH2:25][CH2:26]Cl)=[CH:21][CH:20]=2)=[N:16][O:17][CH:18]=1)[C:11](=[O:13])[O-:12])C.[C:28]([O:32][CH3:33])(=[O:31])[CH2:29][SH:30].C(N([CH2:39][CH3:40])CC)C.[CH:41]([Cl:44])(Cl)Cl. (3) Given the product [Cl:25][C:23]([Cl:24])([Cl:26])[C:21]1[O:20][N:19]=[C:18]([CH:15]2[CH2:16][CH2:17][CH:12]([N:10]3[CH2:11][CH:8]([NH2:7])[CH2:9]3)[CH2:13][CH2:14]2)[N:22]=1.[C:28]([OH:34])([C:30]([F:33])([F:32])[F:31])=[O:29], predict the reactants needed to synthesize it. The reactants are: C(OC(=O)[NH:7][CH:8]1[CH2:11][N:10]([CH:12]2[CH2:17][CH2:16][CH:15]([C:18]3[N:22]=[C:21]([C:23]([Cl:26])([Cl:25])[Cl:24])[O:20][N:19]=3)[CH2:14][CH2:13]2)[CH2:9]1)(C)(C)C.[C:28]([OH:34])([C:30]([F:33])([F:32])[F:31])=[O:29]. (4) Given the product [C:1]([C:5]1[CH:9]=[C:8]([NH:10][C:23](=[O:24])[C:22]2[CH:26]=[C:18]([Cl:17])[CH:19]=[CH:20][C:21]=2[O:27][CH3:28])[N:7]([CH2:11][C@@H:12]2[CH2:16][CH2:15][CH2:14][O:13]2)[N:6]=1)([CH3:4])([CH3:2])[CH3:3], predict the reactants needed to synthesize it. The reactants are: [C:1]([C:5]1[CH:9]=[C:8]([NH2:10])[N:7]([CH2:11][C@@H:12]2[CH2:16][CH2:15][CH2:14][O:13]2)[N:6]=1)([CH3:4])([CH3:3])[CH3:2].[Cl:17][C:18]1[CH:19]=[CH:20][C:21]([O:27][CH3:28])=[C:22]([CH:26]=1)[C:23](Cl)=[O:24].C(N(CC)CC)C.O. (5) Given the product [Br:1][C:2]1[CH:21]=[CH:20][C:5]([O:6][C:7]2[C:8]3[CH:17]=[CH:16][C:15]([O:18][CH3:19])=[CH:14][C:9]=3[S:10][CH:11]=2)=[CH:4][CH:3]=1, predict the reactants needed to synthesize it. The reactants are: [Br:1][C:2]1[CH:21]=[CH:20][C:5]([O:6][C:7]2[C:8]3[CH:17]=[CH:16][C:15]([O:18][CH3:19])=[CH:14][C:9]=3[S:10](=O)(=O)[CH:11]=2)=[CH:4][CH:3]=1.CC(C[AlH]CC(C)C)C.O.C(C(C(C([O-])=O)O)O)([O-])=O.[Na+].[K+]. (6) Given the product [F:1][C:2]1[CH:3]=[C:4]([C:8]2[S:9][C:10]([C:14]3[CH:18]=[C:17]([C:19]([NH:27][S:24]([CH3:23])(=[O:26])=[O:25])=[O:20])[N:16]([CH3:22])[N:15]=3)=[C:11]([CH3:13])[N:12]=2)[CH:5]=[N:6][CH:7]=1, predict the reactants needed to synthesize it. The reactants are: [F:1][C:2]1[CH:3]=[C:4]([C:8]2[S:9][C:10]([C:14]3[CH:18]=[C:17]([C:19](O)=[O:20])[N:16]([CH3:22])[N:15]=3)=[C:11]([CH3:13])[N:12]=2)[CH:5]=[N:6][CH:7]=1.[CH3:23][S:24]([NH2:27])(=[O:26])=[O:25].Cl.CN(C)CCCN=C=NCC. (7) Given the product [CH3:31][O:32][C:33]1[CH:34]=[C:35]([C:41]2[C@@H:50]3[C@@H:45]([CH2:46][CH2:47][CH2:48][CH2:49]3)[C:44](=[O:51])[N:43]([CH:52]3[CH2:53][CH2:54][N:55]([C:18](=[O:20])[C@H:9]([NH:8][C:6](=[O:7])[O:5][C:1]([CH3:2])([CH3:3])[CH3:4])[C@@H:10]([C:11]4[CH:12]=[CH:13][CH:14]=[CH:15][CH:16]=4)[CH3:17])[CH2:56][CH2:57]3)[N:42]=2)[CH:36]=[CH:37][C:38]=1[O:39][CH3:40], predict the reactants needed to synthesize it. The reactants are: [C:1]([O:5][C:6]([NH:8][C@@H:9]([C:18]([OH:20])=O)[C@H:10]([CH3:17])[C:11]1[CH:16]=[CH:15][CH:14]=[CH:13][CH:12]=1)=[O:7])([CH3:4])([CH3:3])[CH3:2].CCN(C(C)C)C(C)C.Cl.[CH3:31][O:32][C:33]1[CH:34]=[C:35]([C:41]2[C@@H:50]3[C@@H:45]([CH2:46][CH2:47][CH2:48][CH2:49]3)[C:44](=[O:51])[N:43]([CH:52]3[CH2:57][CH2:56][NH:55][CH2:54][CH2:53]3)[N:42]=2)[CH:36]=[CH:37][C:38]=1[O:39][CH3:40].CCOC(C(C#N)=NOC(N1CCOCC1)=[N+](C)C)=O.F[P-](F)(F)(F)(F)F.C(=O)(O)[O-].[Na+]. (8) Given the product [Br:7][C:8]1[C:9]([O:19][CH2:20][CH:21]2[CH2:23][CH2:22]2)=[CH:10][CH:11]=[CH:12][C:13]=1[CH2:14][CH2:15][NH2:16], predict the reactants needed to synthesize it. The reactants are: [H-].[Al+3].[Li+].[H-].[H-].[H-].[Br:7][C:8]1[C:13]([CH:14]=[CH:15][N+:16]([O-])=O)=[CH:12][CH:11]=[CH:10][C:9]=1[O:19][CH2:20][CH:21]1[CH2:23][CH2:22]1.O.[OH-].[Na+]. (9) Given the product [CH2:9]([O:16][CH2:17][CH2:18][NH:19][C:4](=[O:6])[C:3]([CH3:8])([CH3:7])[CH2:2][OH:1])[C:10]1[CH:15]=[CH:14][CH:13]=[CH:12][CH:11]=1, predict the reactants needed to synthesize it. The reactants are: [OH:1][CH2:2][C:3]([CH3:8])([CH3:7])[C:4]([OH:6])=O.[CH2:9]([O:16][CH2:17][CH2:18][NH2:19])[C:10]1[CH:15]=[CH:14][CH:13]=[CH:12][CH:11]=1.C1C=CC2N(O)N=NC=2C=1.CCN=C=NCCCN(C)C. (10) Given the product [Cl:23][C:20]1[CH:21]=[CH:22][C:17]([NH:16][C:4]([C:6]2[C:11]([CH3:12])=[C:10]([C:13]#[N:14])[CH:9]=[C:8]([CH3:15])[N:7]=2)=[O:5])=[N:18][CH:19]=1, predict the reactants needed to synthesize it. The reactants are: C(O[C:4]([C:6]1[C:11]([CH3:12])=[C:10]([C:13]#[N:14])[CH:9]=[C:8]([CH3:15])[N:7]=1)=[O:5])C.[NH2:16][C:17]1[CH:22]=[CH:21][C:20]([Cl:23])=[CH:19][N:18]=1.